This data is from Forward reaction prediction with 1.9M reactions from USPTO patents (1976-2016). The task is: Predict the product of the given reaction. (1) Given the reactants Cl[CH2:2][C:3]1[CH:22]=[CH:21][C:6]([O:7][CH2:8][C:9]2[N:10]=[C:11]([C:15]3[CH:20]=[CH:19][CH:18]=[CH:17][CH:16]=3)[O:12][C:13]=2[CH3:14])=[CH:5][CH:4]=1.[OH:23][C:24]1[CH:25]=[C:26]([C:30]([O:32][CH3:33])=[O:31])[CH:27]=[N:28][CH:29]=1.CN(C)C=O.[H-].[Na+], predict the reaction product. The product is: [CH3:14][C:13]1[O:12][C:11]([C:15]2[CH:20]=[CH:19][CH:18]=[CH:17][CH:16]=2)=[N:10][C:9]=1[CH2:8][O:7][C:6]1[CH:21]=[CH:22][C:3]([CH2:2][O:23][C:24]2[CH:25]=[C:26]([C:30]([O:32][CH3:33])=[O:31])[CH:27]=[N:28][CH:29]=2)=[CH:4][CH:5]=1. (2) The product is: [NH2:35][S:36]([C:39]1[CH:40]=[CH:41][C:42]([C:43]([NH:25][C@H:10]2[C@@H:11]([NH:14][C:15]([O:17][CH2:18][C:19]3[CH:20]=[CH:21][CH:22]=[CH:23][CH:24]=3)=[O:16])[CH2:12][CH2:13][N:8]([C:6]([O:5][C:1]([CH3:4])([CH3:2])[CH3:3])=[O:7])[CH2:9]2)=[O:44])=[CH:46][CH:47]=1)(=[O:37])=[O:38]. Given the reactants [C:1]([O:5][C:6]([N:8]1[CH2:13][CH2:12][CH:11]([NH:14][C:15]([O:17][CH2:18][C:19]2[CH:24]=[CH:23][CH:22]=[CH:21][CH:20]=2)=[O:16])[CH:10]([NH2:25])[CH2:9]1)=[O:7])([CH3:4])([CH3:3])[CH3:2].CCN(C(C)C)C(C)C.[NH2:35][S:36]([C:39]1[CH:47]=[CH:46][C:42]([C:43](O)=[O:44])=[CH:41][CH:40]=1)(=[O:38])=[O:37].F[P-](F)(F)(F)(F)F.N1(O[P+](N(C)C)(N(C)C)N(C)C)C2C=CC=CC=2N=N1, predict the reaction product.